From a dataset of Catalyst prediction with 721,799 reactions and 888 catalyst types from USPTO. Predict which catalyst facilitates the given reaction. (1) Reactant: [Br:1][C:2]1[CH:3]=[C:4]([F:11])[C:5]([CH2:9]Br)=[C:6]([F:8])[CH:7]=1.[C-:12]#[N:13].[K+]. Product: [Br:1][C:2]1[CH:3]=[C:4]([F:11])[C:5]([CH2:9][C:12]#[N:13])=[C:6]([F:8])[CH:7]=1. The catalyst class is: 18. (2) Reactant: [NH2:1][C:2]1[CH:3]=[C:4]2[C:8](=[CH:9][C:10]=1[N+:11]([O-])=O)[CH2:7][C:6]1([C:17](=[O:18])[NH:16][C:15](=[O:19])[N:14]1[CH3:20])[CH2:5]2. Product: [NH2:1][C:2]1[CH:3]=[C:4]2[C:8](=[CH:9][C:10]=1[NH2:11])[CH2:7][C:6]1([C:17](=[O:18])[NH:16][C:15](=[O:19])[N:14]1[CH3:20])[CH2:5]2. The catalyst class is: 19.